From a dataset of Reaction yield outcomes from USPTO patents with 853,638 reactions. Predict the reaction yield, written as a fraction of the theoretical maximum amount of product (1.0 means a 100% yield; for example, 0.34 means a 34% yield). (1) The reactants are [C:1]([O:5][C:6]([N:8]1[CH2:13][CH2:12][N:11]([C:14]2[CH:22]=[C:21]3[C:17]([CH:18]=[N:19][NH:20]3)=[CH:16][CH:15]=2)[CH2:10][CH2:9]1)=[O:7])([CH3:4])([CH3:3])[CH3:2].[OH-].[K+].[I:25]I. The catalyst is CN(C)C=O.C(OCC)(=O)C. The product is [C:1]([O:5][C:6]([N:8]1[CH2:9][CH2:10][N:11]([C:14]2[CH:22]=[C:21]3[C:17]([C:18]([I:25])=[N:19][NH:20]3)=[CH:16][CH:15]=2)[CH2:12][CH2:13]1)=[O:7])([CH3:4])([CH3:2])[CH3:3]. The yield is 0.380. (2) The product is [Br:57][C:54]1[N:53]=[C:52]([C:58](=[O:59])[NH:60][O:61][CH3:62])[C:51]([NH:50][C:26]2[C:27]([C:28]([F:29])([F:30])[F:31])=[CH:22][N:23]=[C:24]([NH:32][C:33]3[CH:47]=[CH:46][C:36]([CH2:37][P:38](=[O:45])([O:42][CH2:43][CH3:44])[O:39][CH2:40][CH3:41])=[CH:35][C:34]=3[O:48][CH3:49])[N:25]=2)=[CH:56][CH:55]=1. The yield is 0.230. No catalyst specified. The reactants are OCCCN1C=C(C2C=CC(N[C:22]3[C:27]([C:28]([F:31])([F:30])[F:29])=[CH:26][N:25]=[C:24]([NH:32][C:33]4[CH:47]=[CH:46][C:36]([CH2:37][P:38](=[O:45])([O:42][CH2:43][CH3:44])[O:39][CH2:40][CH3:41])=[CH:35][C:34]=4[O:48][CH3:49])[N:23]=3)=C3C=2CN(C)C3=O)C=N1.[NH2:50][C:51]1[C:52]([C:58]([NH:60][O:61][CH3:62])=[O:59])=[N:53][C:54]([Br:57])=[CH:55][CH:56]=1.C(OP1(=O)CC2C=CC(=CC=2)NC2=NC(=C(C(F)(F)F)C=N2)NC2C=CC(=NC=2C(NC)=O)C2=CN(N=C2)CCCCO1)C. (3) The reactants are Br[C:2]1[CH:11]=[N:10][CH:9]=[CH:8][C:3]=1[C:4]([O:6]C)=[O:5].[NH2:12][C:13]1[C:21]2[C:16](=[CH:17][CH:18]=[C:19]([C:22]([F:25])([F:24])[F:23])[CH:20]=2)[N:15]([CH3:26])[N:14]=1. No catalyst specified. The product is [F:25][C:22]([F:23])([F:24])[C:19]1[CH:20]=[C:21]2[C:16](=[CH:17][CH:18]=1)[N:15]([CH3:26])[N:14]=[C:13]2[NH:12][C:2]1[CH:11]=[N:10][CH:9]=[CH:8][C:3]=1[C:4]([OH:6])=[O:5]. The yield is 0.440. (4) The reactants are [NH2:1][C:2]1C(O)=NC=[N:6][C:7]=1[NH2:8].[OH-].[Na+].Br[CH:13](Br)[C:14](=O)[C:15]([F:18])([F:17])[F:16]. No catalyst specified. The product is [F:16][C:15]([F:18])([F:17])[C:14]1[N:1]=[CH:2][C:7]([NH2:8])=[N:6][CH:13]=1. The yield is 0.150. (5) The reactants are C([O:3][C:4](=[O:44])[CH:5]([NH:14][C:15]([C:17]1[N:18]([C:34]2[CH:39]=[CH:38][CH:37]=[C:36]([C:40]([F:43])([F:42])[F:41])[CH:35]=2)[N:19]=[C:20]([C:22]2[CH:27]=[CH:26][C:25]([C:28]3[CH:33]=[CH:32][CH:31]=[CH:30][CH:29]=3)=[CH:24][CH:23]=2)[CH:21]=1)=[O:16])[CH2:6][C:7]1[CH:12]=[CH:11][C:10]([Cl:13])=[CH:9][CH:8]=1)C.[OH-].[Na+]. The catalyst is C1COCC1. The product is [C:25]1([C:28]2[CH:29]=[CH:30][CH:31]=[CH:32][CH:33]=2)[CH:24]=[CH:23][C:22]([C:20]2[CH:21]=[C:17]([C:15]([NH:14][CH:5]([CH2:6][C:7]3[CH:8]=[CH:9][C:10]([Cl:13])=[CH:11][CH:12]=3)[C:4]([OH:44])=[O:3])=[O:16])[N:18]([C:34]3[CH:39]=[CH:38][CH:37]=[C:36]([C:40]([F:43])([F:42])[F:41])[CH:35]=3)[N:19]=2)=[CH:27][CH:26]=1. The yield is 0.250. (6) The catalyst is CN(C=O)C.CCOC(C)=O. The product is [Br:1][C:2]1[CH:7]=[CH:6][CH:5]=[CH:4][C:3]=1[S:8][CH2:15][CH:16]([CH3:18])[CH3:17]. The yield is 1.00. The reactants are [Br:1][C:2]1[CH:7]=[CH:6][CH:5]=[CH:4][C:3]=1[SH:8].C([O-])([O-])=O.[K+].[K+].[CH2:15](I)[CH:16]([CH3:18])[CH3:17]. (7) The reactants are Br[CH:2]1[C:20](=[O:21])[C:6]2=[CH:7][CH:8]=[C:9]3[C:14]([O:13][CH2:12][C:11]4[CH:15]=[C:16]([Cl:19])[CH:17]=[CH:18][C:10]3=4)=[C:5]2[CH2:4][CH2:3]1.[N:22]1([C:30]([O:32][C:33]([CH3:36])([CH3:35])[CH3:34])=[O:31])[CH2:29][CH2:28][CH2:27][C@H:23]1[C:24]([OH:26])=[O:25].C(N(C(C)C)CC)(C)C. The catalyst is C(#N)C.C(OCC)(=O)C. The product is [N:22]1([C:30]([O:32][C:33]([CH3:36])([CH3:35])[CH3:34])=[O:31])[CH2:29][CH2:28][CH2:27][CH:23]1[C:24]([O:26][C@@H:2]1[C:20](=[O:21])[C:6]2=[CH:7][CH:8]=[C:9]3[C:14]([O:13][CH2:12][C:11]4[CH:15]=[C:16]([Cl:19])[CH:17]=[CH:18][C:10]3=4)=[C:5]2[CH2:4][CH2:3]1)=[O:25]. The yield is 0.690. (8) The reactants are FC(F)(F)C(O)=O.[Cl:8][C:9]1[CH:14]=[C:13]([Cl:15])[CH:12]=[CH:11][C:10]=1[C@H:16]([N:18]1[C:22]2[CH:23]=[C:24]([N:27]3[CH2:32][CH2:31][N:30]([C:33]([C@H:35]4[CH2:39][CH2:38][CH2:37][N:36]4C(OC(C)(C)C)=O)=[O:34])[C@H:29]([CH2:47][OH:48])[CH2:28]3)[CH:25]=[CH:26][C:21]=2[N:20]=[CH:19]1)[CH3:17]. The catalyst is ClCCl. The product is [Cl:8][C:9]1[CH:14]=[C:13]([Cl:15])[CH:12]=[CH:11][C:10]=1[C@H:16]([N:18]1[C:22]2[CH:23]=[C:24]([N:27]3[CH2:32][CH2:31][N:30]([C:33]([C@H:35]4[CH2:39][CH2:38][CH2:37][NH:36]4)=[O:34])[C@H:29]([CH2:47][OH:48])[CH2:28]3)[CH:25]=[CH:26][C:21]=2[N:20]=[CH:19]1)[CH3:17]. The yield is 0.400. (9) The reactants are [CH2:1]([C:5]1[N:10]2[N:11]=[CH:12][N:13]=[C:9]2[N:8]([CH:14]2[CH2:23][CH2:22][C:17]3(OCC[O:18]3)[CH2:16][CH2:15]2)[C:7](=[O:24])[C:6]=1[CH2:25][C:26]1[CH:31]=[CH:30][C:29]([C:32]2[C:33]([C:38]#[N:39])=[CH:34][CH:35]=[CH:36][CH:37]=2)=[CH:28][CH:27]=1)[CH2:2][CH2:3][CH3:4].O.C1(C)C=CC(S(O)(=O)=O)=CC=1.CO.O1CCCC1. The catalyst is C(OCC)(=O)C. The product is [CH2:1]([C:5]1[N:10]2[N:11]=[CH:12][N:13]=[C:9]2[N:8]([CH:14]2[CH2:15][CH2:16][C:17](=[O:18])[CH2:22][CH2:23]2)[C:7](=[O:24])[C:6]=1[CH2:25][C:26]1[CH:31]=[CH:30][C:29]([C:32]2[C:33]([C:38]#[N:39])=[CH:34][CH:35]=[CH:36][CH:37]=2)=[CH:28][CH:27]=1)[CH2:2][CH2:3][CH3:4]. The yield is 0.670.